This data is from Peptide-MHC class I binding affinity with 185,985 pairs from IEDB/IMGT. The task is: Regression. Given a peptide amino acid sequence and an MHC pseudo amino acid sequence, predict their binding affinity value. This is MHC class I binding data. (1) The peptide sequence is TAFTIPSI. The MHC is HLA-B57:01 with pseudo-sequence HLA-B57:01. The binding affinity (normalized) is 0. (2) The peptide sequence is EVFEIIRSY. The MHC is HLA-B57:01 with pseudo-sequence HLA-B57:01. The binding affinity (normalized) is 0.0847. (3) The peptide sequence is AEAQMSIQLI. The MHC is HLA-B40:02 with pseudo-sequence HLA-B40:02. The binding affinity (normalized) is 0.631.